Dataset: Experimentally validated miRNA-target interactions with 360,000+ pairs, plus equal number of negative samples. Task: Binary Classification. Given a miRNA mature sequence and a target amino acid sequence, predict their likelihood of interaction. (1) The miRNA is hsa-miR-2277-3p with sequence UGACAGCGCCCUGCCUGGCUC. Result: 0 (no interaction). The protein sequence of the target gene is MTAAIRRQRELSILPKVTLEAMNTTVMQGFNRSERCPRDTRIVQLVFPALYTVVFLTGILLNTLALWVFVHIPSSSTFIIYLKNTLVADLIMTLMLPFKILSDSHLAPWQLRAFVCRFSSVIFYETMYVGIVLLGLIAFDRFLKIIRPLRNIFLKKPVFAKTVSIFIWFFLFFISLPNTILSNKEATPSSVKKCASLKGPLGLKWHQMVNNICQFIFWTVFILMLVFYVVIAKKVYDSYRKSKSKDRKNNKKLEGKVFVVVAVFFVCFAPFHFARVPYTHSQTNNKTDCRLQNQLFIAKE.... (2) The miRNA is hsa-miR-215-3p with sequence UCUGUCAUUUCUUUAGGCCAAUA. The protein sequence of the target gene is MEDGVAGPRLGEVAEAVEARAPRRVTLRPFAPFSAAAEGDGGGGGDWSFIDCEMEEVDLQDLPSATIACHLDPRVFVDGLCRAKFESLFRTYDKDTTFQYFKSFKRVRINFSNPLSAADARLRLHKTEFLGKEMKLYFAQTLHIGSSHLAPPNPDKQFLISPPASPPVGWKQVEDATPVINYDLLYAISKLGPGEKYELHAATDTTPSVVVHVCESDQENEEEEEEMERMKRPKPKIIQTRRPEYTPIHLS. Result: 0 (no interaction). (3) Result: 0 (no interaction). The protein sequence of the target gene is MEREPSASEAAPAAAALFAWGANSYGQLGLGHKEDVLLPQQLNDFCKPRSVRRITGGGGHSAVVTDGGDLFVCGLNKDGQLGLGHTEDIPYFTPCKSLFGCPIQQVACGWDFTIMLTENGQVLSCGSNSFGQLGVPHGPRRCVVPQAIELHKEKVVCIAAGLRHAVAATASGIVFQWGTGLASCGRRLCPGQTLPLFFTAKEPSRVTGLENSKAMCVLAGSDHSASLTDAGEVYVWGSNKHGQLANEAAFLPVPQKIEAHCFQNEKVTAIWSGWTHLVAQTETGKMFTWGRADYGQLGRK.... The miRNA is mmu-miR-3108-5p with sequence GUCUCUAAAGCUAGACGUUCCGG. (4) The miRNA is hsa-miR-6736-5p with sequence CUGGGUGAGGGCAUCUGUGGU. The protein sequence of the target gene is MASLGANPRRTPQGPRPGAASSGFPSPAPVPGPREAEEEEVEEEEELAEIHLCVLWNSGYLGIAYYDTSDSTIHFMPDAPDHESLKLLQRVLDEINPQSVVTSAKQDENMTRFLGKLASQEHREPKRPEIIFLPSVDFGLEISKQRLLSGNYSFIPDAMTATEKILFLSSIIPFDCLLTVRALGGLLKFLGRRRIGVELEDYNVSVPILGFKKFMLTHLVNIDQDTYSVLQIFKSESHPSVYKVASGLKEGLSLFGILNRCHCKWGEKLLRLWFTRPTHDLGELSSRLDVIQFFLLPQNL.... Result: 1 (interaction). (5) The miRNA is hsa-miR-5186 with sequence AGAGAUUGGUAGAAAUCAGGU. The protein sequence of the target gene is MMLSCLFLLKALLALGSLESWITAGEHAKEGECPPHKNPCKELCQGDELCPAEQKCCTTGCGRICRDIPKGRKRDCPRVIRKQSCLKRCITDETCPGVKKCCTLGCNKSCVVPISKQKLAEFGGECPADPLPCEELCDGDASCPQGHKCCSTGCGRTCLGDIEGGRGGDCPKVLVGLCIVGCVMDENCQAGEKCCKSGCGRFCVPPVLPPKLTMNPNWTVRSDSELEIPVP. Result: 0 (no interaction).